The task is: Predict the reaction yield, written as a fraction of the theoretical maximum amount of product (1.0 means a 100% yield; for example, 0.34 means a 34% yield).. This data is from Reaction yield outcomes from USPTO patents with 853,638 reactions. (1) The reactants are C(OC([NH:8][C@@:9]1([C:37]([O:39][CH2:40][O:41][C:42]([O:44][CH:45]([CH3:47])[CH3:46])=[O:43])=[O:38])[C@H:14]([O:15][CH2:16][C:17]2[CH:22]=[CH:21][C:20]([Cl:23])=[C:19]([Cl:24])[CH:18]=2)[C@@H:13]([OH:25])[C@@H:12]2[C@H:10]1[C@H:11]2[C:26]([O:28][CH2:29][O:30][C:31]([O:33][CH:34]([CH3:36])[CH3:35])=[O:32])=[O:27])=O)(C)(C)C.Cl.O1CCOCC1. No catalyst specified. The product is [ClH:23].[NH2:8][C@@:9]1([C:37]([O:39][CH2:40][O:41][C:42]([O:44][CH:45]([CH3:47])[CH3:46])=[O:43])=[O:38])[C@H:14]([O:15][CH2:16][C:17]2[CH:22]=[CH:21][C:20]([Cl:23])=[C:19]([Cl:24])[CH:18]=2)[C@@H:13]([OH:25])[C@@H:12]2[C@H:10]1[C@H:11]2[C:26]([O:28][CH2:29][O:30][C:31]([O:33][CH:34]([CH3:35])[CH3:36])=[O:32])=[O:27]. The yield is 0.950. (2) The reactants are [CH:1]1([NH:7][C:8]2[C:9]3[CH2:30][NH:29][CH2:28][CH2:27][C:10]=3[N:11]=[C:12]([NH:14][C:15]3[CH:20]=[CH:19][C:18]([N:21]4[CH:25]=[CH:24][N:23]=[C:22]4[CH3:26])=[CH:17][CH:16]=3)[N:13]=2)[CH2:6][CH2:5][CH2:4][CH2:3][CH2:2]1.[C:31](O)(=O)C.C=O.C([BH3-])#N.[Na+]. The catalyst is CO. The product is [CH:1]1([NH:7][C:8]2[C:9]3[CH2:30][N:29]([CH3:31])[CH2:28][CH2:27][C:10]=3[N:11]=[C:12]([NH:14][C:15]3[CH:20]=[CH:19][C:18]([N:21]4[CH:25]=[CH:24][N:23]=[C:22]4[CH3:26])=[CH:17][CH:16]=3)[N:13]=2)[CH2:2][CH2:3][CH2:4][CH2:5][CH2:6]1. The yield is 0.156. (3) The reactants are C([O:9][C@@H:10]1[C@H:14]([O:15]C(=O)C2C=CC=CC=2)[C@@H:13]([CH2:24][O:25]C(=O)C2C=CC=CC=2)[O:12][CH:11]1[C:34]([OH:36])=O)(=O)C1C=CC=CC=1.C1(P(C2C=CC=CC=2)C2C=CC=CC=2)C=CC=CC=1.C1C=C(SSC2N=CC=CC=2)N=CC=1.[CH3:70][O:71][C:72]1[CH:73]=[C:74]([CH:77]=[CH:78][CH:79]=1)[NH:75][CH3:76]. The catalyst is C1COCC1. The product is [OH:9][C@@H:10]1[C@H:14]([OH:15])[C@@H:13]([CH2:24][OH:25])[O:12][CH:11]1[C:34]([N:75]([C:74]1[CH:77]=[CH:78][CH:79]=[C:72]([O:71][CH3:70])[CH:73]=1)[CH3:76])=[O:36]. The yield is 0.420. (4) The reactants are Cl[C:2]1[N:10]=[CH:9][N:8]=[C:7]2[C:3]=1[N:4]=[CH:5][N:6]2[CH:11]1[CH2:16][CH2:15][CH2:14][CH2:13][O:12]1.ClC1N=CN=C2C=1NC=N2.[OH:27][C:28]1[CH:35]=[CH:34][CH:33]=[CH:32][C:29]=1[CH2:30][NH2:31].C(N(CC)CC)C. The catalyst is C(O)CC. The product is [OH:27][C:28]1[CH:35]=[CH:34][CH:33]=[CH:32][C:29]=1[CH2:30][NH:31][C:2]1[N:10]=[CH:9][N:8]=[C:7]2[C:3]=1[N:4]=[CH:5][N:6]2[CH:11]1[CH2:16][CH2:15][CH2:14][CH2:13][O:12]1. The yield is 0.900. (5) The reactants are Cl[C:2]1([C:12]2[CH:17]=[CH:16][C:15]([Cl:18])=[CH:14][CH:13]=2)[C:10]2[C:5](=[CH:6][CH:7]=[CH:8][CH:9]=2)[C:4](=[O:11])[O:3]1.C(N(CC)CC)C.[NH2:26][CH2:27][C:28]1[CH:35]=[CH:34][C:31]([C:32]#[N:33])=[CH:30][CH:29]=1. No catalyst specified. The product is [CH:7]1[CH:6]=[C:5]2[C:4]([N:33]([CH2:32][C:31]3[CH:34]=[CH:35][C:28]([C:27]#[N:26])=[CH:29][CH:30]=3)[C:2]([OH:3])([C:12]3[CH:17]=[CH:16][C:15]([Cl:18])=[CH:14][CH:13]=3)[C:10]2=[CH:9][CH:8]=1)=[O:11]. The yield is 0.500. (6) The reactants are Br[C:2]1[C:7]([CH2:8][NH:9][C:10]2[N:14]([C:15]3[CH:20]=[CH:19][CH:18]=[C:17]([Cl:21])[C:16]=3[Cl:22])[N:13]=[N:12][N:11]=2)=[CH:6][CH:5]=[CH:4][N:3]=1.[CH2:23]([O:25][C:26]1[CH:31]=[CH:30][C:29](B(O)O)=[CH:28][CH:27]=1)[CH3:24]. No catalyst specified. The product is [Cl:22][C:16]1[C:17]([Cl:21])=[CH:18][CH:19]=[CH:20][C:15]=1[N:14]1[C:10]([NH:9][CH2:8][C:7]2[C:2]([C:29]3[CH:30]=[CH:31][C:26]([O:25][CH2:23][CH3:24])=[CH:27][CH:28]=3)=[N:3][CH:4]=[CH:5][CH:6]=2)=[N:11][N:12]=[N:13]1. The yield is 0.0600. (7) The reactants are [F:1][C:2]([F:15])([CH:12]([F:14])[F:13])[CH2:3][O:4][C:5]1[CH:6]=[C:7]([CH3:11])[CH:8]=[CH:9][CH:10]=1.BrN1C(=O)CCC1=O.N(C(C)(C)C#N)=NC(C)(C)C#N.[F:36][C:37]1[CH:42]=[CH:41][C:40]([C:43](=[O:50])[CH2:44][C:45]([O:47][CH2:48][CH3:49])=[O:46])=[CH:39][CH:38]=1.[H-].[Na+].C(Br)(Br)Br. The catalyst is C(Cl)(Cl)(Cl)Cl.COCCOC.O. The product is [F:36][C:37]1[CH:38]=[CH:39][C:40]([C:43](=[O:50])[CH:44]([CH2:11][C:7]2[CH:8]=[CH:9][CH:10]=[C:5]([O:4][CH2:3][C:2]([F:15])([F:1])[CH:12]([F:13])[F:14])[CH:6]=2)[C:45]([O:47][CH2:48][CH3:49])=[O:46])=[CH:41][CH:42]=1. The yield is 0.460. (8) The reactants are [OH:1][C:2]1[CH:3]=[C:4]([NH:8][C:9](=[O:11])[CH3:10])[CH:5]=[CH:6][CH:7]=1.[CH3:12][C:13](=[CH2:17])[CH2:14][CH2:15]O.CCOC(/N=N/C(OCC)=O)=O.C1C=CC(P(C2C=CC=CC=2)C2C=CC=CC=2)=CC=1. The catalyst is C1C=CC=CC=1.O. The product is [CH3:17][C:13](=[CH2:12])[CH2:14][CH2:15][O:1][C:2]1[CH:3]=[C:4]([NH:8][C:9](=[O:11])[CH3:10])[CH:5]=[CH:6][CH:7]=1. The yield is 0.520.